This data is from Forward reaction prediction with 1.9M reactions from USPTO patents (1976-2016). The task is: Predict the product of the given reaction. (1) Given the reactants [F:1][CH:2]([F:36])[CH2:3][O:4][C:5]1[C:13]2[C:12](=O)[N:11]([C:15]3[CH:20]=[CH:19][C:18]([CH2:21][C:22]([OH:24])=[O:23])=[CH:17][C:16]=3[Cl:25])[CH:10]([OH:26])[C:9]=2[C:8]([O:27][CH2:28][CH:29]([F:31])[F:30])=[C:7]2[CH:32]=[CH:33][CH:34]=[CH:35][C:6]=12.C([SiH](CC)CC)C, predict the reaction product. The product is: [F:36][CH:2]([F:1])[CH2:3][O:4][C:5]1[C:13]2[CH2:12][N:11]([C:15]3[CH:20]=[CH:19][C:18]([CH2:21][C:22]([OH:24])=[O:23])=[CH:17][C:16]=3[Cl:25])[C:10](=[O:26])[C:9]=2[C:8]([O:27][CH2:28][CH:29]([F:30])[F:31])=[C:7]2[CH:32]=[CH:33][CH:34]=[CH:35][C:6]=12. (2) Given the reactants C(OC([N:8]([CH2:21][C@@H:22]1[C@@H:26]([C:27]2[CH:32]=[CH:31][CH:30]=[CH:29][CH:28]=2)[CH2:25][N:24]([C:33]2[C:41]([F:42])=[CH:40][C:36]([C:37]([OH:39])=[O:38])=[CH:35][C:34]=2[F:43])[CH2:23]1)[C@@H:9]([C:11]1[C:20]2[C:15](=[CH:16][CH:17]=[CH:18][CH:19]=2)[CH:14]=[CH:13][CH:12]=1)[CH3:10])=O)(C)(C)C.[ClH:44].O1CCOCC1, predict the reaction product. The product is: [ClH:44].[F:42][C:41]1[CH:40]=[C:36]([CH:35]=[C:34]([F:43])[C:33]=1[N:24]1[CH2:25][C@H:26]([C:27]2[CH:28]=[CH:29][CH:30]=[CH:31][CH:32]=2)[C@@H:22]([CH2:21][NH:8][C@@H:9]([C:11]2[C:20]3[C:15](=[CH:16][CH:17]=[CH:18][CH:19]=3)[CH:14]=[CH:13][CH:12]=2)[CH3:10])[CH2:23]1)[C:37]([OH:39])=[O:38]. (3) Given the reactants [CH2:1]([O:3][C:4]([CH:6]1[CH2:11][CH2:10][CH2:9][N:8]([CH2:12][C:13]2[CH:18]=[CH:17][C:16]([O:19][CH3:20])=[CH:15][CH:14]=2)[CH2:7]1)=[O:5])C.C1COCC1.Cl.[CH3:27][NH:28][O:29][CH3:30].C([Mg]Cl)(C)C, predict the reaction product. The product is: [NH3:8].[CH3:1][OH:3].[CH3:30][O:29][N:28]([CH3:27])[C:4]([CH:6]1[CH2:11][CH2:10][CH2:9][N:8]([CH2:12][C:13]2[CH:14]=[CH:15][C:16]([O:19][CH3:20])=[CH:17][CH:18]=2)[CH2:7]1)=[O:5]. (4) Given the reactants C([O:3][C:4]([C:6]1[CH:7]=[C:8]2[C:13](=[CH:14][CH:15]=1)[NH:12][CH:11]([C:16]1[CH:21]=[C:20]([F:22])[CH:19]=[C:18]([N:23]([CH3:25])[CH3:24])[CH:17]=1)[C:10]([CH3:27])([CH3:26])[CH2:9]2)=[O:5])C.O.[OH-].[Li+].O.Cl, predict the reaction product. The product is: [CH3:25][N:23]([CH3:24])[C:18]1[CH:17]=[C:16]([CH:11]2[C:10]([CH3:27])([CH3:26])[CH2:9][C:8]3[C:13](=[CH:14][CH:15]=[C:6]([C:4]([OH:5])=[O:3])[CH:7]=3)[NH:12]2)[CH:21]=[C:20]([F:22])[CH:19]=1. (5) Given the reactants [CH2:1]([O:4][NH:5][C:6]([C:8]1[C:17]([NH:18][C:19]2[CH:24]=[CH:23][C:22]([Br:25])=[CH:21][C:20]=2[Cl:26])=[C:16]([F:27])[C:11]2[N:12]=[CH:13][N:14]([CH3:15])[C:10]=2[CH:9]=1)=[O:7])[CH:2]=[CH2:3].[O:28]1CCCC1.[OH2:33].C[N+]1([O-])CCOCC1.OS([O-])=O.[Na+], predict the reaction product. The product is: [OH:33][CH:2]([CH2:3][OH:28])[CH2:1][O:4][NH:5][C:6]([C:8]1[C:17]([NH:18][C:19]2[CH:24]=[CH:23][C:22]([Br:25])=[CH:21][C:20]=2[Cl:26])=[C:16]([F:27])[C:11]2[N:12]=[CH:13][N:14]([CH3:15])[C:10]=2[CH:9]=1)=[O:7].